From a dataset of Caco-2 cell permeability data measuring drug intestinal absorption for ~900 compounds. Regression/Classification. Given a drug SMILES string, predict its absorption, distribution, metabolism, or excretion properties. Task type varies by dataset: regression for continuous measurements (e.g., permeability, clearance, half-life) or binary classification for categorical outcomes (e.g., BBB penetration, CYP inhibition). For this dataset (caco2_wang), we predict Y. (1) The Y is -4.58 log Papp (cm/s). The molecule is COc1ccc(CCN(C)CCCC(C#N)(c2ccc(OC)c(OC)c2)C(C)C)cc1OC. (2) The compound is N#Cc1ccc(NCC(F)(F)c2ccccc2)c(F)c1CC(=O)NCCONC(=N)N. The Y is -5.65 log Papp (cm/s). (3) The compound is CN1CCN(Cc2ccc(C(c3nnnn3Cc3ccccc3)N3CCCN(C4CCC4)CC3)cc2)CC1. The Y is -6.10 log Papp (cm/s). (4) The molecule is Cn1cnc(S(=O)(=O)N(CCN(Cc2cncn2C)c2ccc(C#N)cc2)CC2CCCCC2)c1. The Y is -5.82 log Papp (cm/s). (5) The molecule is CN(C(=O)[C@H](Cc1ccc(CN)cc1)NS(=O)(=O)c1ccc2ccccc2c1)C1CCCC1. The Y is -4.96 log Papp (cm/s). (6) The molecule is Cc1cc(C(=O)Nc2ccc(-c3ccccc3S(N)(=O)=O)cc2F)n(-c2cccc(CN)c2)n1. The Y is -6.00 log Papp (cm/s). (7) The compound is O=c1nc(O)ccn1[C@@H]1O[C@H](CO)[C@@H](O)[C@@H]1O. The Y is -6.10 log Papp (cm/s). (8) The drug is Cc1nc(N)ccc1CNC(=O)Cc1c(C#N)ccc(NCC(F)(F)c2ccccn2)c1F. The Y is -5.15 log Papp (cm/s). (9) The Y is -4.70 log Papp (cm/s). The drug is CCC/C=C\CC/C=C/C=C/C(=O)NCC(C)C. (10) The molecule is Cc1c(OCC(F)(F)F)ccnc1CS(=O)c1nc2ccccc2[nH]1. The Y is -4.11 log Papp (cm/s).